From a dataset of Full USPTO retrosynthesis dataset with 1.9M reactions from patents (1976-2016). Predict the reactants needed to synthesize the given product. (1) Given the product [Cl:1][C:2]1[CH:7]=[C:6]([CH:5]=[CH:4][C:3]=1[NH:22][C:23]([N:24]([CH3:26])[CH3:25])=[O:27])[O:8][C:9]1[C:18]2[C:13](=[CH:14][C:15]([O:21][CH2:35][C:34]([O:37][CH3:38])=[O:36])=[C:16]([O:19][CH3:20])[CH:17]=2)[N:12]=[CH:11][N:10]=1, predict the reactants needed to synthesize it. The reactants are: [Cl:1][C:2]1[CH:7]=[C:6]([O:8][C:9]2[C:18]3[C:13](=[CH:14][C:15]([OH:21])=[C:16]([O:19][CH3:20])[CH:17]=3)[N:12]=[CH:11][N:10]=2)[CH:5]=[CH:4][C:3]=1[NH:22][C:23](=[O:27])[N:24]([CH3:26])[CH3:25].C(=O)([O-])[O-].[K+].[K+].[C:34]([O:37][CH2:38]CBr)(=[O:36])[CH3:35].O. (2) Given the product [Br:1][C:2]1[CH:3]=[C:4]2[C@:15]3([CH2:19][O:18][C:17]([NH2:20])=[N:16]3)[C:14]3[C:9](=[CH:10][CH:11]=[C:12]([C:24]4[CH:23]=[N:22][CH:27]=[CH:26][CH:25]=4)[CH:13]=3)[O:8][C:5]2=[N:6][CH:7]=1, predict the reactants needed to synthesize it. The reactants are: [Br:1][C:2]1[CH:3]=[C:4]2[C@:15]3([CH2:19][O:18][C:17]([NH2:20])=[N:16]3)[C:14]3[C:9](=[CH:10][CH:11]=[C:12](I)[CH:13]=3)[O:8][C:5]2=[N:6][CH:7]=1.[N:22]1[CH:27]=[CH:26][CH:25]=[C:24](B(O)O)[CH:23]=1.C(=O)([O-])[O-].[K+].[K+]. (3) Given the product [N+:37]([C:40]1[CH:45]=[CH:44][C:43]([NH:46][CH:47]2[CH2:48][CH2:49][N:50]([C:17](=[O:19])[CH2:16][O:15][CH:12]3[CH2:13][CH2:14][N:9]([C:6]4[CH:7]=[CH:8][C:3]([C:2]([F:21])([F:1])[F:20])=[CH:4][CH:5]=4)[CH2:10][CH2:11]3)[CH2:51][CH2:52]2)=[CH:42][C:41]=1[C:53]([F:56])([F:54])[F:55])([O-:39])=[O:38], predict the reactants needed to synthesize it. The reactants are: [F:1][C:2]([F:21])([F:20])[C:3]1[CH:8]=[CH:7][C:6]([N:9]2[CH2:14][CH2:13][CH:12]([O:15][CH2:16][C:17]([OH:19])=O)[CH2:11][CH2:10]2)=[CH:5][CH:4]=1.C(N(C(C)C)CC)(C)C.O1CCCC1.Cl.[N+:37]([C:40]1[CH:45]=[CH:44][C:43]([NH:46][CH:47]2[CH2:52][CH2:51][NH:50][CH2:49][CH2:48]2)=[CH:42][C:41]=1[C:53]([F:56])([F:55])[F:54])([O-:39])=[O:38]. (4) Given the product [Br:1][C:2]1[C:7]([CH3:8])=[N:6][C:5]2=[N:9][C:15]([OH:16])=[C:14]([OH:13])[N:10]=[C:4]2[CH:3]=1, predict the reactants needed to synthesize it. The reactants are: [Br:1][C:2]1[CH:3]=[C:4]([NH2:10])[C:5]([NH2:9])=[N:6][C:7]=1[CH3:8].C([O:13][C:14](=O)[C:15](OCC)=[O:16])C. (5) Given the product [C:23]([C:27]1[N:28]=[C:29]([N:36]2[CH2:40][CH2:39][C:38]([F:41])([F:42])[CH2:37]2)[C:30]2[N:35]=[N:34][N:33]([CH2:44][C:45]3([CH3:49])[CH2:48][O:47][CH2:46]3)[C:31]=2[N:32]=1)([CH3:26])([CH3:24])[CH3:25], predict the reactants needed to synthesize it. The reactants are: C(C1N=C(N2CCC(F)(F)C2)C2N=NN(CC)C=2N=1)(C)(C)C.[C:23]([C:27]1[N:28]=[C:29]([N:36]2[CH2:40][CH2:39][C:38]([F:42])([F:41])[CH2:37]2)[C:30]2[N:35]=[N:34][NH:33][C:31]=2[N:32]=1)([CH3:26])([CH3:25])[CH3:24].I[CH2:44][C:45]1([CH3:49])[CH2:48][O:47][CH2:46]1. (6) Given the product [Cl:20][C:21]1[N:26]([CH2:3][C:4]2[N:8]3[CH:9]=[CH:10][CH:11]=[CH:12][C:7]3=[N:6][C:5]=2[C:13]2[CH:18]=[CH:17][C:16]([Cl:19])=[CH:15][CH:14]=2)[C:25](=[O:27])[NH:24][C:23](=[O:28])[CH:22]=1, predict the reactants needed to synthesize it. The reactants are: Cl.Cl[CH2:3][C:4]1[N:8]2[CH:9]=[CH:10][CH:11]=[CH:12][C:7]2=[N:6][C:5]=1[C:13]1[CH:18]=[CH:17][C:16]([Cl:19])=[CH:15][CH:14]=1.[Cl:20][C:21]1[NH:26][C:25](=[O:27])[NH:24][C:23](=[O:28])[CH:22]=1. (7) Given the product [F:1][C:2]([F:14])([F:13])[C:3]1[CH:4]=[C:5]([CH2:9][CH2:10][CH2:11][C:15]#[CH:16])[CH:6]=[CH:7][CH:8]=1, predict the reactants needed to synthesize it. The reactants are: [F:1][C:2]([F:14])([F:13])[C:3]1[CH:4]=[C:5]([CH2:9][CH2:10][CH2:11]I)[CH:6]=[CH:7][CH:8]=1.[C-:15]#[C-:16].[Na+].[Na+].